This data is from Catalyst prediction with 721,799 reactions and 888 catalyst types from USPTO. The task is: Predict which catalyst facilitates the given reaction. (1) Reactant: [Cl:1][C:2]1[N:7]=[CH:6][C:5]([CH:8]([OH:20])[CH2:9][CH2:10][CH:11]([C:13]2[CH:14]=[N:15][C:16]([Cl:19])=[CH:17][CH:18]=2)[OH:12])=[CH:4][CH:3]=1.C(N(CC)CC)C.[CH3:28][S:29](Cl)(=[O:31])=[O:30]. Product: [CH3:28][S:29]([O:20][CH:8]([C:5]1[CH:6]=[N:7][C:2]([Cl:1])=[CH:3][CH:4]=1)[CH2:9][CH2:10][CH:11]([O:12][S:29]([CH3:28])(=[O:31])=[O:30])[C:13]1[CH:14]=[N:15][C:16]([Cl:19])=[CH:17][CH:18]=1)(=[O:31])=[O:30]. The catalyst class is: 4. (2) Reactant: C(Cl)CCl.C1C=CC2N(O)N=NC=2C=1.[C:15]([O:19][C:20]([NH:22][CH:23]([CH2:27][C:28]1[CH:33]=[CH:32][C:31]([O:34][CH3:35])=[CH:30][C:29]=1[OH:36])[C:24]([OH:26])=O)=[O:21])([CH3:18])([CH3:17])[CH3:16].FC(F)(F)C(O)=O.[CH2:44]([O:48][C:49]1([C:53]2[CH:58]=[CH:57][CH:56]=[CH:55][C:54]=2[CH3:59])[CH2:52][NH:51][CH2:50]1)[CH2:45][CH2:46][CH3:47].C(N(C(C)C)CC)(C)C.Cl. Product: [CH2:44]([O:48][C:49]1([C:53]2[CH:58]=[CH:57][CH:56]=[CH:55][C:54]=2[CH3:59])[CH2:50][N:51]([C:24](=[O:26])[CH:23]([NH:22][C:20](=[O:21])[O:19][C:15]([CH3:16])([CH3:17])[CH3:18])[CH2:27][C:28]2[CH:33]=[CH:32][C:31]([O:34][CH3:35])=[CH:30][C:29]=2[OH:36])[CH2:52]1)[CH2:45][CH2:46][CH3:47]. The catalyst class is: 9. (3) Reactant: [F:1][C:2]([F:17])([F:16])[CH:3]1[C:12]2[C:7](=[CH:8][CH:9]=[CH:10][CH:11]=2)[N:6]([CH2:13][CH2:14][NH2:15])[CH2:5][CH2:4]1.C=O.[C:20](O)(C(F)(F)F)=O.[OH-].[Na+]. Product: [F:17][C:2]([F:16])([F:1])[CH:3]1[C:12]2[C:7]3=[C:8]([CH2:20][NH:15][CH2:14][CH2:13][N:6]3[CH2:5][CH2:4]1)[CH:9]=[CH:10][CH:11]=2. The catalyst class is: 8. (4) Reactant: [CH2:1]([O:3][C:4](=[O:24])[CH:5]([O:21][CH2:22][CH3:23])[CH2:6][C:7]1[C:16]2[C:11](=[CH:12][CH:13]=[CH:14][CH:15]=2)[C:10]([O:17]CC=C)=[CH:9][CH:8]=1)[CH3:2].C(O[C:28](=O)[CH:29](OCC)[CH2:30]C1C2C(=CC=CC=2)C(O)=CC=1)C.C(Br)C=C.C(=O)([O-])[O-].[K+].[K+]. Product: [CH2:1]([O:3][C:4](=[O:24])[CH:5]([O:21][CH2:22][CH3:23])[CH2:6][C:7]1[C:16]2[C:11](=[CH:12][CH:13]=[CH:14][CH:15]=2)[C:10]([OH:17])=[C:9]([CH2:30][CH:29]=[CH2:28])[CH:8]=1)[CH3:2]. The catalyst class is: 21. (5) Reactant: [CH:1]([C:3]1[CH:11]=[CH:10][C:6]([C:7]([OH:9])=[O:8])=[CH:5][CH:4]=1)=[CH2:2].[OH-:12].[Na+].[Mn:14].O.O.O.O.O.S(O)(O)(=O)=[O:21].[CH:25]([C:27]1[CH:35]=[CH:34][C:30]([C:31]([O-:33])=[O:32])=[CH:29][CH:28]=1)=[CH2:26].[Na+]. Product: [OH2:8].[OH2:21].[OH2:32].[OH2:12].[CH:1]([C:3]1[CH:11]=[CH:10][C:6]([C:7]([O-:9])=[O:8])=[CH:5][CH:4]=1)=[CH2:2].[Mn+2:14].[CH:25]([C:27]1[CH:35]=[CH:34][C:30]([C:31]([O-:33])=[O:32])=[CH:29][CH:28]=1)=[CH2:26]. The catalyst class is: 6.